This data is from Reaction yield outcomes from USPTO patents with 853,638 reactions. The task is: Predict the reaction yield, written as a fraction of the theoretical maximum amount of product (1.0 means a 100% yield; for example, 0.34 means a 34% yield). (1) The reactants are C(N(CC)CC)C.[CH3:8][C@H:9]1[C:17]2[C:16]([N:18]3[CH2:23][CH2:22][N:21]([C:24]([O:26][C:27]([CH3:30])([CH3:29])[CH3:28])=[O:25])[CH2:20][CH2:19]3)=[N:15][CH:14]=[N:13][C:12]=2[C:11](=[O:31])[CH2:10]1.O[C@H]1C2N=CN=C(N3CCN(C(OC(C)(C)C)=O)CC3)C=2[C@H](C)C1. The catalyst is C(Cl)Cl. The product is [OH:31][C@@H:11]1[C:12]2[N:13]=[CH:14][N:15]=[C:16]([N:18]3[CH2:23][CH2:22][N:21]([C:24]([O:26][C:27]([CH3:30])([CH3:29])[CH3:28])=[O:25])[CH2:20][CH2:19]3)[C:17]=2[C@H:9]([CH3:8])[CH2:10]1. The yield is 0.953. (2) The reactants are Cl[C:2]1[C:14]([N+:15]([O-:17])=[O:16])=[CH:13][C:12]([N+:18]([O-:20])=[O:19])=[CH:11][C:3]=1[C:4]([O:6][C:7]([CH3:10])([CH3:9])[CH3:8])=[O:5].[Li+].[Cl-:22].[N:23]1([CH2:26][CH2:27][OH:28])[CH2:25][CH2:24]1. The catalyst is CN(C=O)C.[Na+].[Cl-]. The product is [OH:28][CH2:27][CH2:26][N:23]([C:2]1[C:14]([N+:15]([O-:17])=[O:16])=[CH:13][C:12]([N+:18]([O-:20])=[O:19])=[CH:11][C:3]=1[C:4]([O:6][C:7]([CH3:10])([CH3:9])[CH3:8])=[O:5])[CH2:24][CH2:25][Cl:22]. The yield is 0.630. (3) The reactants are [NH:1]([C:3]1[CH:8]=[CH:7][CH:6]=[CH:5][N:4]=1)[NH2:2].C([O:11][C:12](=O)[CH2:13][C:14](=O)/[CH:15]=[CH:16]/[C:17]1[CH:22]=[CH:21][CH:20]=[CH:19][CH:18]=1)C. The catalyst is C(O)(=O)C. The product is [N:4]1[CH:5]=[CH:6][CH:7]=[CH:8][C:3]=1[N:1]1[C:12]([OH:11])=[CH:13][C:14]([CH:15]=[CH:16][C:17]2[CH:18]=[CH:19][CH:20]=[CH:21][CH:22]=2)=[N:2]1. The yield is 0.680. (4) The reactants are [OH:1][C@@H:2]([C:13]1[CH:18]=[CH:17][CH:16]=[CH:15][CH:14]=1)[CH2:3][O:4][C:5]1[CH:12]=[CH:11][C:8]([CH:9]=O)=[CH:7][CH:6]=1.[S:19]1[CH2:23][C:22](=[O:24])[NH:21][C:20]1=[O:25].N1CCCCC1. The catalyst is CCO.C(O)(=O)C. The product is [OH:1][CH:2]([C:13]1[CH:18]=[CH:17][CH:16]=[CH:15][CH:14]=1)[CH2:3][O:4][C:5]1[CH:12]=[CH:11][C:8]([CH:9]=[C:23]2[S:19][C:20](=[O:25])[NH:21][C:22]2=[O:24])=[CH:7][CH:6]=1. The yield is 0.860. (5) The reactants are C[Si](C)(C)N[Si](C)(C)C.[Li].[Cl:11][C:12]1[CH:29]=[CH:28][C:15]([CH2:16][N:17]2[C:22](=[O:23])[CH:21]=[C:20]3[S:24][CH:25]=[CH:26][N:19]3[C:18]2=[O:27])=[CH:14][CH:13]=1.[Cl:30][C:31]1[CH:32]=[C:33]([CH:38]=[CH:39][C:40]=1[Cl:41])[CH2:34][N:35]=[C:36]=[O:37].[Cl-].[NH4+]. The catalyst is O1CCCC1.CCOC(C)=O. The product is [Cl:30][C:31]1[CH:32]=[C:33]([CH:38]=[CH:39][C:40]=1[Cl:41])[CH2:34][NH:35][C:36]([C:25]1[S:24][C:20]2[N:19]([C:18](=[O:27])[N:17]([CH2:16][C:15]3[CH:14]=[CH:13][C:12]([Cl:11])=[CH:29][CH:28]=3)[C:22](=[O:23])[CH:21]=2)[CH:26]=1)=[O:37]. The yield is 0.240. (6) The reactants are [CH2:1]([N:3]1[C:11]2[CH:10]=[CH:9][CH:8]=[C:7]([CH:12]=O)[C:6]=2[CH:5]=[CH:4]1)[CH3:2].[CH3:14][NH2:15].[BH4-].[Na+].O. The catalyst is CO. The product is [CH2:1]([N:3]1[C:11]2[C:6](=[C:7]([CH2:12][NH:15][CH3:14])[CH:8]=[CH:9][CH:10]=2)[CH:5]=[CH:4]1)[CH3:2]. The yield is 0.910. (7) The reactants are Br[CH2:2][C:3]([C:5]1[CH:25]=[CH:24][C:8]([O:9][CH2:10][CH2:11][CH2:12][CH2:13][CH2:14][O:15][C:16]2[CH:23]=[CH:22][C:19]([C:20]#[N:21])=[CH:18][CH:17]=2)=[CH:7][CH:6]=1)=O.C(O)C.[C:29]([NH2:32])(=[S:31])[CH3:30]. The catalyst is C(OCC)(=O)C. The product is [CH3:30][C:29]1[S:31][CH:2]=[C:3]([C:5]2[CH:25]=[CH:24][C:8]([O:9][CH2:10][CH2:11][CH2:12][CH2:13][CH2:14][O:15][C:16]3[CH:23]=[CH:22][C:19]([C:20]#[N:21])=[CH:18][CH:17]=3)=[CH:7][CH:6]=2)[N:32]=1. The yield is 0.680. (8) The reactants are [CH3:1][O:2][C:3]1[CH:4]=[C:5]2[C:10](=[CH:11][C:12]=1[O:13][CH3:14])[N:9]=[CH:8][N:7]=[C:6]2[S:15][C:16]1[CH:17]=[C:18]([CH:20]=[CH:21][CH:22]=1)[NH2:19].[F:23][C:24]([C:27]1[CH:31]=[C:30]([NH:32][C:33](=O)[O:34]C2C=CC=CC=2)[N:29]([C:42]2[CH:47]=[CH:46][CH:45]=[CH:44][CH:43]=2)[N:28]=1)([F:26])[CH3:25]. The catalyst is C1COCC1.CN(C1C=CN=CC=1)C. The product is [F:23][C:24]([C:27]1[CH:31]=[C:30]([NH:32][C:33]([NH:19][C:18]2[CH:20]=[CH:21][CH:22]=[C:16]([S:15][C:6]3[C:5]4[C:10](=[CH:11][C:12]([O:13][CH3:14])=[C:3]([O:2][CH3:1])[CH:4]=4)[N:9]=[CH:8][N:7]=3)[CH:17]=2)=[O:34])[N:29]([C:42]2[CH:47]=[CH:46][CH:45]=[CH:44][CH:43]=2)[N:28]=1)([F:26])[CH3:25]. The yield is 0.750.